This data is from Catalyst prediction with 721,799 reactions and 888 catalyst types from USPTO. The task is: Predict which catalyst facilitates the given reaction. (1) Reactant: [CH:1]1([CH2:7][C@@H:8]([NH:24][CH3:25])[CH2:9][N:10]2[CH2:15][CH2:14][N:13]([C:16]3[CH:21]=[CH:20][CH:19]=[CH:18][C:17]=3[O:22][CH3:23])[CH2:12][CH2:11]2)[CH2:6][CH2:5][CH2:4][CH2:3][CH2:2]1.C(N(CC)CC)C.[CH:33]1([C:39](Cl)=[O:40])[CH2:38][CH2:37][CH2:36][CH2:35][CH2:34]1. Product: [CH:1]1([CH2:7][C@@H:8]([N:24]([CH3:25])[C:39]([CH:33]2[CH2:38][CH2:37][CH2:36][CH2:35][CH2:34]2)=[O:40])[CH2:9][N:10]2[CH2:15][CH2:14][N:13]([C:16]3[CH:21]=[CH:20][CH:19]=[CH:18][C:17]=3[O:22][CH3:23])[CH2:12][CH2:11]2)[CH2:2][CH2:3][CH2:4][CH2:5][CH2:6]1. The catalyst class is: 4. (2) Reactant: [CH3:1][C:2]([N:5]([CH2:9][C:10]1[CH:15]=[C:14]([C:16]#[N:17])[CH:13]=[C:12](Br)[CH:11]=1)[C:6](=[O:8])[O-:7])(C)C.C1C=CC(P([C:32]2[CH:37]=[CH:36]C=CC=2)C2C=CC=CC=2)=CC=1.[C:38]([O-])([O-])=O.[K+].[K+].C[C:45]([Si:48]([CH3:61])([CH3:60])[O:49][CH2:50][C:51]1[CH:52]=[C:53](B(O)O)[CH:54]=[CH:55][CH:56]=1)([CH3:47])[CH3:46]. Product: [C:16]([C:14]1[CH:15]=[C:10]([CH2:9][NH:5][C:6](=[O:8])[O:7][C:37]([CH3:36])([CH3:32])[CH3:38])[CH:11]=[C:12]([C:53]2[CH:54]=[CH:55][CH:56]=[C:51]([CH2:50][O:49][Si:48]([CH3:60])([CH3:61])[CH:45]([CH3:46])[CH3:47])[CH:52]=2)[CH:13]=1)#[N:17].[CH3:1][CH3:2]. The catalyst class is: 231. (3) The catalyst class is: 16. Reactant: CS(O[CH2:6][CH2:7][CH:8]1[C:13](=[O:14])[N:12]([CH2:15][CH3:16])[C:11]2[CH:17]=[CH:18][C:19]([N+:21]([O-:23])=[O:22])=[CH:20][C:10]=2[O:9]1)(=O)=O.[H-].[Na+].O. Product: [CH2:15]([N:12]1[C:11]2[CH:17]=[CH:18][C:19]([N+:21]([O-:23])=[O:22])=[CH:20][C:10]=2[O:9][C:8]2([CH2:6][CH2:7]2)[C:13]1=[O:14])[CH3:16]. (4) Reactant: [N+:1]([C:4]1[CH:9]=[CH:8][C:7]([CH:10]([CH2:16][CH2:17][CH2:18][CH2:19][CH3:20])[C:11]([O:13][CH2:14][CH3:15])=[O:12])=[CH:6][CH:5]=1)([O-])=O.[H][H]. Product: [NH2:1][C:4]1[CH:5]=[CH:6][C:7]([CH:10]([CH2:16][CH2:17][CH2:18][CH2:19][CH3:20])[C:11]([O:13][CH2:14][CH3:15])=[O:12])=[CH:8][CH:9]=1. The catalyst class is: 29. (5) Reactant: [CH2:1]([N:5]1[CH2:9][CH2:8][CH2:7][CH2:6]1)[CH2:2][CH2:3][CH3:4].[CH3:10][O:11][C:12](=[O:17])[C:13]([O:15]C)=[O:14]. Product: [CH2:1]([N+:5]1([CH3:10])[CH2:9][CH2:8][CH2:7][CH2:6]1)[CH2:2][CH2:3][CH3:4].[CH3:10][O:11][C:12](=[O:17])[C:13]([O-:15])=[O:14]. The catalyst class is: 10. (6) Reactant: Cl[CH2:2][C:3]([N:5]1[C@@H:13]2[C@@:8]([C:26]3[CH:31]=[CH:30][C:29]([O:32][CH3:33])=[C:28]([O:34][CH3:35])[CH:27]=3)([CH2:9][CH2:10][C@@H:11]([NH:14][C:15]([NH:17][C:18]3[CH:23]=[CH:22][C:21]([F:24])=[C:20]([F:25])[CH:19]=3)=[O:16])[CH2:12]2)[CH2:7][CH2:6]1)=[O:4].[NH2:36][C:37]1[CH:42]=[CH:41][CH:40]=[CH:39][CH:38]=1. Product: [NH:36]([CH2:2][C:3]([N:5]1[C@@H:13]2[C@@:8]([C:26]3[CH:31]=[CH:30][C:29]([O:32][CH3:33])=[C:28]([O:34][CH3:35])[CH:27]=3)([CH2:9][CH2:10][C@@H:11]([NH:14][C:15]([NH:17][C:18]3[CH:23]=[CH:22][C:21]([F:24])=[C:20]([F:25])[CH:19]=3)=[O:16])[CH2:12]2)[CH2:7][CH2:6]1)=[O:4])[C:37]1[CH:42]=[CH:41][CH:40]=[CH:39][CH:38]=1. The catalyst class is: 542. (7) Reactant: [CH3:1][NH:2][C:3]([C:5]1[CH:6]=[C:7]([O:11][C:12]2[CH:13]=[CH:14][C:15]([NH:18][C:19]([NH:21][C:22]3[CH:23]=[CH:24][C:25]([Cl:32])=[C:26]([C:28]([F:31])([F:30])[F:29])[CH:27]=3)=[O:20])=[CH:16][CH:17]=2)[CH:8]=[CH:9][N:10]=1)=[O:4].[C:33]1([CH3:43])[CH:38]=[CH:37][C:36]([S:39]([OH:42])(=[O:41])=[O:40])=[CH:35][CH:34]=1.CN(C)C=O. Product: [CH3:43][C:33]1[CH:38]=[CH:37][C:36]([S:39]([OH:42])(=[O:41])=[O:40])=[CH:35][CH:34]=1.[CH3:1][NH:2][C:3]([C:5]1[CH:6]=[C:7]([O:11][C:12]2[CH:17]=[CH:16][C:15]([NH:18][C:19]([NH:21][C:22]3[CH:23]=[CH:24][C:25]([Cl:32])=[C:26]([C:28]([F:31])([F:29])[F:30])[CH:27]=3)=[O:20])=[CH:14][CH:13]=2)[CH:8]=[CH:9][N:10]=1)=[O:4]. The catalyst class is: 5. (8) Reactant: C(OC(=O)[NH:7][CH:8]([CH2:27][C:28]1[CH:33]=[CH:32][C:31]([F:34])=[CH:30][CH:29]=1)[C:9]([N:11]1[CH2:15][CH:14]([O:16][CH2:17][C:18]2[CH:23]=[CH:22][CH:21]=[CH:20][CH:19]=2)[CH2:13][CH:12]1[CH2:24][CH:25]=[CH2:26])=[O:10])(C)(C)C.FC(F)(F)C(O)=O. Product: [CH2:24]([CH:12]1[CH2:13][CH:14]([O:16][CH2:17][C:18]2[CH:23]=[CH:22][CH:21]=[CH:20][CH:19]=2)[CH2:15][N:11]1[C:9](=[O:10])[CH:8]([NH2:7])[CH2:27][C:28]1[CH:29]=[CH:30][C:31]([F:34])=[CH:32][CH:33]=1)[CH:25]=[CH2:26]. The catalyst class is: 2. (9) Reactant: [Cl:1][C:2]1[CH:7]=[CH:6][C:5]([S:8][C:9]2[C:10]([C:14]3[CH:19]=[CH:18][C:17](Br)=[CH:16][CH:15]=3)=[N:11][NH:12][CH:13]=2)=[CH:4][CH:3]=1.[I:21]C1C=NC=CC=1.C(=O)([O-])[O-].[K+].[K+].P([O-])([O-])([O-])=O.[K+].[K+].[K+].CN[C@H]1[C@H:49]([NH:50][CH3:51])[CH2:48][CH2:47][CH2:46]C1. Product: [Cl:1][C:2]1[CH:7]=[CH:6][C:5]([S:8][C:9]2[C:10]([C:14]3[CH:19]=[CH:18][C:17]([I:21])=[CH:16][CH:15]=3)=[N:11][N:12]([C:48]3[CH:49]=[N:50][CH:51]=[CH:46][CH:47]=3)[CH:13]=2)=[CH:4][CH:3]=1. The catalyst class is: 767. (10) Reactant: [Cl:1][C:2]1[CH:7]=[CH:6][C:5]([C:8]2[N:9]([CH2:27][C:28](O)=[O:29])[C:10]3[C:15]([C:16]=2[CH:17]2[CH2:22][CH2:21][CH2:20][CH2:19][CH2:18]2)=[CH:14][CH:13]=[C:12]([C:23]([O:25]C)=[O:24])[CH:11]=3)=[CH:4][CH:3]=1.N=C=N.[NH:34]1[CH2:39][CH2:38][O:37][CH2:36][CH2:35]1.B(Br)(Br)Br. Product: [Cl:1][C:2]1[CH:3]=[CH:4][C:5]([C:8]2[N:9]([CH2:27][C:28]([N:34]3[CH2:39][CH2:38][O:37][CH2:36][CH2:35]3)=[O:29])[C:10]3[C:15]([C:16]=2[CH:17]2[CH2:22][CH2:21][CH2:20][CH2:19][CH2:18]2)=[CH:14][CH:13]=[C:12]([C:23]([OH:25])=[O:24])[CH:11]=3)=[CH:6][CH:7]=1. The catalyst class is: 2.